Dataset: Full USPTO retrosynthesis dataset with 1.9M reactions from patents (1976-2016). Task: Predict the reactants needed to synthesize the given product. (1) Given the product [C:12]([O:16][C:17]([N:19]1[CH2:24][CH2:23][CH:22]([NH:25][C:2]2[N:7]=[C:6]([O:8][CH3:9])[N:5]=[C:4]([O:10][CH3:11])[N:3]=2)[CH2:21][CH2:20]1)=[O:18])([CH3:15])([CH3:13])[CH3:14], predict the reactants needed to synthesize it. The reactants are: Cl[C:2]1[N:7]=[C:6]([O:8][CH3:9])[N:5]=[C:4]([O:10][CH3:11])[N:3]=1.[C:12]([O:16][C:17]([N:19]1[CH2:24][CH2:23][CH:22]([NH2:25])[CH2:21][CH2:20]1)=[O:18])([CH3:15])([CH3:14])[CH3:13]. (2) The reactants are: [N:1]1[C:8](Cl)=[N:7][C:5]([Cl:6])=[N:4][C:2]=1[Cl:3].C(=O)(O)[O-].[K+].[CH:15]1([CH2:21][OH:22])[CH2:20][CH2:19][CH2:18][CH2:17][CH2:16]1. Given the product [Cl:3][C:2]1[N:4]=[C:5]([Cl:6])[N:7]=[C:8]([O:22][CH2:21][CH:15]2[CH2:20][CH2:19][CH2:18][CH2:17][CH2:16]2)[N:1]=1, predict the reactants needed to synthesize it. (3) Given the product [F:1][C:2]1[CH:3]=[C:4]2[C:8](=[CH:9][CH:10]=1)[C:7](=[CH:11][C:12]1[CH:17]=[CH:16][C:15]([S:18]([CH3:21])(=[O:19])=[O:20])=[CH:14][CH:13]=1)[C:6]([CH3:22])=[C:5]2[CH2:23][C:24]([O-:26])=[O:25].[Na+:29], predict the reactants needed to synthesize it. The reactants are: [F:1][C:2]1[CH:3]=[C:4]2[C:8](=[CH:9][CH:10]=1)[C:7](=[CH:11][C:12]1[CH:17]=[CH:16][C:15]([S:18]([CH3:21])(=[O:20])=[O:19])=[CH:14][CH:13]=1)[C:6]([CH3:22])=[C:5]2[CH2:23][C:24]([OH:26])=[O:25].C[O-].[Na+:29]. (4) Given the product [CH2:1]([C:9]1[N:13]=[C:12]([C@@H:14]2[CH2:18][CH2:17][CH2:16][NH:15]2)[O:11][N:10]=1)[CH2:2][CH2:3][CH2:4][CH2:5][CH2:6][CH2:7][CH3:8], predict the reactants needed to synthesize it. The reactants are: [CH2:1]([C:9]1[N:13]=[C:12]([C@@H:14]2[CH2:18][CH2:17][CH2:16][N:15]2C(OC(C)(C)C)=O)[O:11][N:10]=1)[CH2:2][CH2:3][CH2:4][CH2:5][CH2:6][CH2:7][CH3:8].C(O)(C(F)(F)F)=O.C(OCC)C.[OH-].[Na+].